From a dataset of Full USPTO retrosynthesis dataset with 1.9M reactions from patents (1976-2016). Predict the reactants needed to synthesize the given product. (1) Given the product [C:1]([O:5][C:6](=[O:35])[NH:7][C:8]([C:9]1[CH:14]=[CH:13][C:12]([CH2:15][NH:16][C:17]([C@H:19]2[N:23]3[C:24](=[O:33])[C:25]([NH:28][S:29]([C:32]4[CH:76]=[CH:77][C:72]([F:71])=[CH:73][CH:74]=4)(=[O:31])=[O:30])=[CH:26][N:27]=[C:22]3[CH2:21][CH2:20]2)=[O:18])=[CH:11][CH:10]=1)=[NH:34])([CH3:4])([CH3:2])[CH3:3], predict the reactants needed to synthesize it. The reactants are: [C:1]([O:5][C:6](=[O:35])[NH:7][C:8](=[NH:34])[C:9]1[CH:14]=[CH:13][C:12]([CH2:15][NH:16][C:17]([C@H:19]2[N:23]3[C:24](=[O:33])[C:25]([NH:28][S:29]([CH3:32])(=[O:31])=[O:30])=[CH:26][N:27]=[C:22]3[CH2:21][CH2:20]2)=[O:18])=[CH:11][CH:10]=1)([CH3:4])([CH3:3])[CH3:2].C(OC(=O)NC(C1C=CC(CNC([C@H]2N3C(=O)C(N(CC)CC)=CN=C3CC2)=O)=CC=1)=N)(C)(C)C.[F:71][C:72]1[CH:77]=[CH:76]C(S(Cl)(=O)=O)=[CH:74][CH:73]=1. (2) Given the product [Br:1][C:2]1[CH:14]=[CH:13][C:5]2[C:6]3[N:10]=[CH:9][N:8]([C:21]4[CH:20]=[CH:19][C:18]([O:17][C:16]([F:15])([F:27])[F:28])=[CH:23][CH:22]=4)[C:7]=3[CH:11]=[CH:12][C:4]=2[CH:3]=1, predict the reactants needed to synthesize it. The reactants are: [Br:1][C:2]1[CH:14]=[CH:13][C:5]2[C:6]3[N:10]=[CH:9][NH:8][C:7]=3[CH:11]=[CH:12][C:4]=2[CH:3]=1.[F:15][C:16]([F:28])([F:27])[O:17][C:18]1[CH:23]=[CH:22][C:21](B(O)O)=[CH:20][CH:19]=1.C(N(CC)CC)C. (3) Given the product [CH2:32]([N:29]1[C:30]2[C:25](=[CH:24][C:23]([CH3:37])=[C:22]([C:13]3[CH:12]=[C:11]([CH:9]4[CH2:10][CH:8]4[C:6]([OH:7])=[O:5])[CH:16]=[CH:15][C:14]=3[O:17][C:18]([F:20])([F:19])[F:21])[CH:31]=2)[C:26]([CH3:36])([CH3:35])[CH2:27][C:28]1=[O:34])[CH3:33], predict the reactants needed to synthesize it. The reactants are: C([O:5][C:6]([CH:8]1[CH2:10][CH:9]1[C:11]1[CH:16]=[CH:15][C:14]([O:17][C:18]([F:21])([F:20])[F:19])=[C:13]([C:22]2[CH:31]=[C:30]3[C:25]([C:26]([CH3:36])([CH3:35])[CH2:27][C:28](=[O:34])[N:29]3[CH2:32][CH3:33])=[CH:24][C:23]=2[CH3:37])[CH:12]=1)=[O:7])(C)(C)C. (4) Given the product [Cl:1][C:2]1[N:6]2[CH:7]=[C:8]([C:15]3[CH:19]=[CH:18][O:17][CH:16]=3)[CH:9]=[C:10]([C:11]([F:13])([F:12])[F:14])[C:5]2=[N:4][C:3]=1[C:20]([N:33]1[CH2:32][CH2:31][CH:30]([N:26]2[CH2:25][C@@H:24]([CH3:23])[O:28][C:27]2=[O:29])[CH2:35][CH2:34]1)=[O:22], predict the reactants needed to synthesize it. The reactants are: [Cl:1][C:2]1[N:6]2[CH:7]=[C:8]([C:15]3[CH:19]=[CH:18][O:17][CH:16]=3)[CH:9]=[C:10]([C:11]([F:14])([F:13])[F:12])[C:5]2=[N:4][C:3]=1[C:20]([OH:22])=O.[CH3:23][C@H:24]1[O:28][C:27](=[O:29])[N:26]([CH:30]2[CH2:35][CH2:34][NH:33][CH2:32][CH2:31]2)[CH2:25]1.CCN(C(C)C)C(C)C.CN(C(ON1N=NC2C=CC=NC1=2)=[N+](C)C)C.F[P-](F)(F)(F)(F)F. (5) Given the product [NH2:2][C:1]1[N:9]([CH2:10][CH2:11][CH2:12][CH2:13][CH3:14])[C:7](=[O:8])[NH:6][C:4](=[O:5])[CH:3]=1, predict the reactants needed to synthesize it. The reactants are: [C:1]([CH2:3][C:4]([NH:6][C:7]([NH:9][CH2:10][CH2:11][CH2:12][CH2:13][CH3:14])=[O:8])=[O:5])#[N:2].CCO.[OH-].[Na+].Cl. (6) Given the product [Br:1][C:2]1[CH:11]=[C:6]2[O:7][CH2:8][CH2:9][O:10][C:5]2=[C:4]2[C:3]=1[NH:12][CH:13]=[CH:14][C:19]2=[O:20], predict the reactants needed to synthesize it. The reactants are: [Br:1][C:2]1[C:3]([NH:12][CH:13]=[C:14]2[C:19](=[O:20])OC(C)(C)OC2=O)=[CH:4][C:5]2[O:10][CH2:9][CH2:8][O:7][C:6]=2[CH:11]=1.C1C=CC(C2C=CC=CC=2)=CC=1.C1C=CC(OC2C=CC=CC=2)=CC=1.C(OCC)(=O)C.CCCCCC. (7) Given the product [C:22]([NH:21][CH2:20][CH2:19][NH:18][C:16]([C:13]1[CH:12]=[C:11]([CH3:29])[C:10]([CH:9]([C:3]2[CH:4]=[C:5]([F:8])[CH:6]=[CH:7][C:2]=2[F:1])[S:30]([C:33]2[CH:34]=[CH:35][C:36]([F:39])=[CH:37][CH:38]=2)(=[O:31])=[O:32])=[CH:15][N:14]=1)=[O:17])(=[O:23])[CH3:40], predict the reactants needed to synthesize it. The reactants are: [F:1][C:2]1[CH:7]=[CH:6][C:5]([F:8])=[CH:4][C:3]=1[CH:9]([S:30]([C:33]1[CH:38]=[CH:37][C:36]([F:39])=[CH:35][CH:34]=1)(=[O:32])=[O:31])[C:10]1[C:11]([CH3:29])=[CH:12][C:13]([C:16]([NH:18][CH2:19][CH2:20][NH:21][C:22](=O)[O:23]C(C)(C)C)=[O:17])=[N:14][CH:15]=1.[C:40](OC(=O)C)(=O)C.C(N(CC)CC)C. (8) Given the product [F:33][C:34]1[CH:39]=[CH:38][C:37]([O:40][C:41]([F:42])([F:43])[F:44])=[CH:36][C:35]=1[CH2:45][NH:46][C:29]([C:27]1[N:26]=[N:25][N:24]([CH2:23][CH2:22][CH2:21][CH2:20][C:18]2[N:17]=[N:16][C:15]3[NH:32][C:12]([CH:10]4[CH2:11][N:8]([C:6]([O:5][C:1]([CH3:2])([CH3:4])[CH3:3])=[O:7])[CH2:9]4)=[CH:13][C:14]=3[CH:19]=2)[CH:28]=1)=[O:31], predict the reactants needed to synthesize it. The reactants are: [C:1]([O:5][C:6]([N:8]1[CH2:11][CH:10]([C:12]2[NH:32][C:15]3[N:16]=[N:17][C:18]([CH2:20][CH2:21][CH2:22][CH2:23][N:24]4[CH:28]=[C:27]([C:29]([OH:31])=O)[N:26]=[N:25]4)=[CH:19][C:14]=3[CH:13]=2)[CH2:9]1)=[O:7])([CH3:4])([CH3:3])[CH3:2].[F:33][C:34]1[CH:39]=[CH:38][C:37]([O:40][C:41]([F:44])([F:43])[F:42])=[CH:36][C:35]=1[CH2:45][NH2:46].C(Cl)CCl.C1C=CC2N(O)N=NC=2C=1.